This data is from Full USPTO retrosynthesis dataset with 1.9M reactions from patents (1976-2016). The task is: Predict the reactants needed to synthesize the given product. (1) Given the product [F:27][C:21]1[CH:22]=[C:23]([F:26])[CH:24]=[CH:25][C:20]=1[NH:19][C:17](=[O:18])[N:16]([CH2:15][C:12]1([C:9]2[CH:8]=[CH:7][C:6]([CH2:5][CH:4]([O:35][CH2:36][CH3:37])[C:3]([OH:38])=[O:2])=[CH:11][CH:10]=2)[CH2:13][CH2:14]1)[CH2:28][CH2:29][CH2:30][CH2:31][CH2:32][CH2:33][CH3:34], predict the reactants needed to synthesize it. The reactants are: C[O:2][C:3](=[O:38])[CH:4]([O:35][CH2:36][CH3:37])[CH2:5][C:6]1[CH:11]=[CH:10][C:9]([C:12]2([CH2:15][N:16]([CH2:28][CH2:29][CH2:30][CH2:31][CH2:32][CH2:33][CH3:34])[C:17]([NH:19][C:20]3[CH:25]=[CH:24][C:23]([F:26])=[CH:22][C:21]=3[F:27])=[O:18])[CH2:14][CH2:13]2)=[CH:8][CH:7]=1.[Li+].[OH-]. (2) Given the product [CH3:1][C:2]1[CH:7]=[C:6]([CH3:8])[N:5]2[N:9]=[C:10]([S:12][CH2:13][CH2:14][O:15][C:23]3[CH:24]=[CH:25][C:20]([CH2:19][CH2:18][N:17]([CH3:16])[CH3:27])=[CH:21][CH:22]=3)[N:11]=[C:4]2[N:3]=1, predict the reactants needed to synthesize it. The reactants are: [CH3:1][C:2]1[CH:7]=[C:6]([CH3:8])[N:5]2[N:9]=[C:10]([S:12][CH2:13][CH2:14][OH:15])[N:11]=[C:4]2[N:3]=1.[CH3:16][N:17]([CH3:27])[CH2:18][CH2:19][C:20]1[CH:25]=[CH:24][C:23](O)=[CH:22][CH:21]=1.